Dataset: Reaction yield outcomes from USPTO patents with 853,638 reactions. Task: Predict the reaction yield, written as a fraction of the theoretical maximum amount of product (1.0 means a 100% yield; for example, 0.34 means a 34% yield). (1) The reactants are CS(O[C@@H:6]1[CH2:10][CH2:9][N:8]([C:11]([O:13][CH2:14][C:15]2[CH:20]=[CH:19][C:18]([N+:21]([O-:23])=[O:22])=[CH:17][CH:16]=2)=[O:12])[CH2:7]1)(=O)=O.[N-:24]=[N+:25]=[N-:26].[Na+]. The catalyst is CN(C)C=O. The product is [N:24]([C@H:6]1[CH2:10][CH2:9][N:8]([C:11]([O:13][CH2:14][C:15]2[CH:20]=[CH:19][C:18]([N+:21]([O-:23])=[O:22])=[CH:17][CH:16]=2)=[O:12])[CH2:7]1)=[N+:25]=[N-:26]. The yield is 1.00. (2) The reactants are Br[C:2]1[CH:3]=[C:4]([NH:10][C:11]2[CH:16]=[CH:15][C:14]([C:17]([N:19]3[CH2:24][CH2:23][O:22][CH2:21][CH2:20]3)=[O:18])=[CH:13][N:12]=2)[C:5](=[O:9])[N:6]([CH3:8])[CH:7]=1.[C:25]([O:28][CH2:29][C:30]1[C:35](B2OC(C)(C)C(C)(C)O2)=[CH:34][CH:33]=[CH:32][C:31]=1[N:45]1[CH2:57][CH2:56][N:48]2[C:49]3[CH2:50][CH2:51][CH2:52][CH2:53][C:54]=3[CH:55]=[C:47]2[C:46]1=[O:58])(=[O:27])[CH3:26]. No catalyst specified. The product is [C:25]([O:28][CH2:29][C:30]1[C:31]([N:45]2[CH2:57][CH2:56][N:48]3[C:49]4[CH2:50][CH2:51][CH2:52][CH2:53][C:54]=4[CH:55]=[C:47]3[C:46]2=[O:58])=[CH:32][CH:33]=[CH:34][C:35]=1[C:2]1[CH:3]=[C:4]([NH:10][C:11]2[CH:16]=[CH:15][C:14]([C:17]([N:19]3[CH2:24][CH2:23][O:22][CH2:21][CH2:20]3)=[O:18])=[CH:13][N:12]=2)[C:5](=[O:9])[N:6]([CH3:8])[CH:7]=1)(=[O:27])[CH3:26]. The yield is 0.270. (3) The reactants are [F:1][C:2]1[CH:15]=[C:14]([N+:16]([O-:18])=[O:17])[CH:13]=[CH:12][C:3]=1[O:4][C:5]1[CH:10]=[CH:9][N:8]=[C:7]([NH2:11])[CH:6]=1.[CH2:19]([N:21]([CH2:24][CH3:25])[CH2:22]C)[CH3:20].ClC(OC1C=CC=CC=1)=[O:28].N1CCCC1. The catalyst is C1COCC1.[Cl-].[NH4+].ClCCl. The product is [F:1][C:2]1[CH:15]=[C:14]([N+:16]([O-:18])=[O:17])[CH:13]=[CH:12][C:3]=1[O:4][C:5]1[CH:10]=[CH:9][N:8]=[C:7]([NH:11][C:22]([N:21]2[CH2:24][CH2:25][CH2:20][CH2:19]2)=[O:28])[CH:6]=1. The yield is 0.880. (4) The reactants are Cl.[NH2:2][C:3]1[C:4]2[C:14]([O:15][CH2:16][C:17]([NH2:20])([CH3:19])[CH3:18])=[CH:13][CH:12]=[CH:11][C:5]=2[NH:6][S:7](=[O:10])(=[O:9])[N:8]=1.Cl.[CH3:22][N:23]([CH3:33])[C:24]1[CH:25]=[C:26]([CH:30]=[CH:31][N:32]=1)[C:27](O)=[O:28]. No catalyst specified. The product is [NH2:2][C:3]1[C:4]2[C:14]([O:15][CH2:16][C:17]([NH:20][C:27](=[O:28])[C:26]3[CH:30]=[CH:31][N:32]=[C:24]([N:23]([CH3:22])[CH3:33])[CH:25]=3)([CH3:18])[CH3:19])=[CH:13][CH:12]=[CH:11][C:5]=2[NH:6][S:7](=[O:10])(=[O:9])[N:8]=1. The yield is 0.300.